Dataset: Reaction yield outcomes from USPTO patents with 853,638 reactions. Task: Predict the reaction yield, written as a fraction of the theoretical maximum amount of product (1.0 means a 100% yield; for example, 0.34 means a 34% yield). The reactants are [CH2:1]([N:8]1[C:17]2[C:12](=[CH:13][C:14]([Cl:18])=[CH:15][CH:16]=2)[C:11](Cl)=[C:10]([C:20]#[N:21])[C:9]1=[O:22])[C:2]1[CH:7]=[CH:6][CH:5]=[CH:4][CH:3]=1.[NH:23]1[CH2:28][CH2:27][NH:26][CH2:25][CH2:24]1. The catalyst is ClCCl. The product is [CH2:1]([N:8]1[C:17]2[C:12](=[CH:13][C:14]([Cl:18])=[CH:15][CH:16]=2)[C:11]([N:23]2[CH2:28][CH2:27][NH:26][CH2:25][CH2:24]2)=[C:10]([C:20]#[N:21])[C:9]1=[O:22])[C:2]1[CH:7]=[CH:6][CH:5]=[CH:4][CH:3]=1. The yield is 0.980.